This data is from Forward reaction prediction with 1.9M reactions from USPTO patents (1976-2016). The task is: Predict the product of the given reaction. Given the reactants FC1C=CC(CN[C:10](=[O:18])[C@@H:11]2[CH2:15][CH2:14][C:13](=[O:16])[N:12]2[CH3:17])=C(C(F)(F)F)C=1.[Cl:23][C:24]1[CH:29]=[C:28]([Cl:30])[CH:27]=[CH:26][C:25]=1[CH2:31][NH2:32].FC1C=CC(CN)=C(C(F)(F)F)C=1, predict the reaction product. The product is: [Cl:23][C:24]1[CH:29]=[C:28]([Cl:30])[CH:27]=[CH:26][C:25]=1[CH2:31][NH:32][C:10](=[O:18])[C@@H:11]1[CH2:15][CH2:14][C:13](=[O:16])[N:12]1[CH3:17].